Dataset: Reaction yield outcomes from USPTO patents with 853,638 reactions. Task: Predict the reaction yield, written as a fraction of the theoretical maximum amount of product (1.0 means a 100% yield; for example, 0.34 means a 34% yield). (1) The yield is 0.474. The catalyst is C1COCC1.[H-].[Na+]. The product is [CH3:17][N:4]1[CH:5]=[C:6]([CH2:10][C:11]2[CH:12]=[N:13][CH:14]=[N:15][CH:16]=2)[C:7](=[O:9])[N:8]=[C:3]1[S:2][CH3:1]. The reactants are [CH3:1][S:2][C:3]1[NH:4][CH:5]=[C:6]([CH2:10][C:11]2[CH:12]=[N:13][CH:14]=[N:15][CH:16]=2)[C:7](=[O:9])[N:8]=1.[CH3:17]I. (2) The reactants are [CH3:1][C@@H:2]1[N:23]2[C:6]3[C:7]([C:19]([C:21]([C:24]([OH:26])=[O:25])=[CH:22]2)=[O:20])=[CH:8][C:9]([F:18])=[C:10]([N:11]2[CH2:16][CH2:15][N:14]([CH3:17])[CH2:13][CH2:12]2)[C:5]=3[O:4][CH2:3]1. The catalyst is CCCCO. The product is [CH3:1][C@@H:2]1[N:23]2[CH:22]=[C:21]([C:24]([OH:26])=[O:25])[C:19]([C:7]3=[CH:8][C:9]([F:18])=[C:10]([N:11]4[CH2:16][CH2:15][N:14]([CH3:17])[CH2:13][CH2:12]4)[C:5](=[C:6]23)[O:4][CH2:3]1)=[O:20].[CH3:1][C@@H:2]1[N:23]2[CH:22]=[C:21]([C:24]([OH:26])=[O:25])[C:19]([C:7]3=[CH:8][C:9]([F:18])=[C:10]([N:11]4[CH2:16][CH2:15][N:14]([CH3:17])[CH2:13][CH2:12]4)[C:5](=[C:6]23)[O:4][CH2:3]1)=[O:20].[OH2:4]. The yield is 0.810. (3) The reactants are F[C:2]1[C:3](CC#N)=[N:4][CH:5]=[CH:6][CH:7]=1.F[C:12]1[CH:17]=[CH:16][CH:15]=[C:14]([F:18])[N:13]=1.C[Si]([N-][Si](C)(C)C)(C)C.[Na+]. The catalyst is C1(C)C=CC=CC=1. The product is [F:18][C:14]1[N:13]=[C:12]([C:2]2([C:3]#[N:4])[CH2:7][CH2:6][CH2:5]2)[CH:17]=[CH:16][CH:15]=1. The yield is 0.640. (4) The reactants are [NH2:1][C:2]1[CH:11]=[CH:10][C:5]([C:6]([O:8][CH3:9])=[O:7])=[CH:4][CH:3]=1.[O:12]([CH2:19][C:20]1[CH:25]=[CH:24][C:23](C2NC3=NC=CC=C3N=2)=[CH:22][CH:21]=1)C1C=CC=CC=1.CCN(C(C)C)C(C)C.C(Cl)(=O)C1C=CC=CC=1. The catalyst is C(Cl)Cl. The product is [C:19]([NH:1][C:2]1[CH:3]=[CH:4][C:5]([C:6]([O:8][CH3:9])=[O:7])=[CH:10][CH:11]=1)(=[O:12])[C:20]1[CH:25]=[CH:24][CH:23]=[CH:22][CH:21]=1. The yield is 0.990. (5) The reactants are Br[C:2]1[C:6]([CH3:7])=[C:5](I)[S:4][C:3]=1[CH:9]1[O:13]CCO1.[Cl:14][C:15]1[CH:16]=[C:17](B(O)O)[CH:18]=[CH:19][C:20]=1[O:21]C.C[O:27][C:28]1[CH:33]=[CH:32][C:31](B(O)O)=[CH:30][CH:29]=1. No catalyst specified. The product is [Cl:14][C:15]1[CH:16]=[C:17]([C:5]2[S:4][C:3]([CH:9]=[O:13])=[C:2]([C:31]3[CH:32]=[CH:33][C:28]([OH:27])=[CH:29][CH:30]=3)[C:6]=2[CH3:7])[CH:18]=[CH:19][C:20]=1[OH:21]. The yield is 0.750.